The task is: Predict the product of the given reaction.. This data is from Forward reaction prediction with 1.9M reactions from USPTO patents (1976-2016). Given the reactants [CH:1]1([C:4](=[O:30])/[CH:5]=[C:6](/[NH:9][C:10]2[CH:11]=[CH:12][C:13]([CH3:29])=[C:14]([C:16]3[C:17](=[O:28])[N:18]([CH3:27])[C:19]4[C:24]([CH:25]=3)=[CH:23][N:22]=[C:21]([CH3:26])[CH:20]=4)[CH:15]=2)\SC)[CH2:3][CH2:2]1.Cl.[NH2:32]O, predict the reaction product. The product is: [CH:1]1([C:4]2[O:30][N:32]=[C:6]([NH:9][C:10]3[CH:11]=[CH:12][C:13]([CH3:29])=[C:14]([C:16]4[C:17](=[O:28])[N:18]([CH3:27])[C:19]5[C:24]([CH:25]=4)=[CH:23][N:22]=[C:21]([CH3:26])[CH:20]=5)[CH:15]=3)[CH:5]=2)[CH2:3][CH2:2]1.